This data is from Full USPTO retrosynthesis dataset with 1.9M reactions from patents (1976-2016). The task is: Predict the reactants needed to synthesize the given product. (1) Given the product [C:1]([O:5][C:6](=[O:25])[N:7]([CH2:9][C:10]1[CH:14]=[C:13]([C:28]2[CH:29]=[CH:30][CH:31]=[C:32]([CH:33]=[O:34])[C:27]=2[F:26])[N:12]([S:16]([C:19]2[CH:20]=[N:21][CH:22]=[CH:23][CH:24]=2)(=[O:18])=[O:17])[CH:11]=1)[CH3:8])([CH3:4])([CH3:3])[CH3:2], predict the reactants needed to synthesize it. The reactants are: [C:1]([O:5][C:6](=[O:25])[N:7]([CH2:9][C:10]1[CH:14]=[C:13](Br)[N:12]([S:16]([C:19]2[CH:20]=[N:21][CH:22]=[CH:23][CH:24]=2)(=[O:18])=[O:17])[CH:11]=1)[CH3:8])([CH3:4])([CH3:3])[CH3:2].[F:26][C:27]1[C:32]([CH:33]=[O:34])=[CH:31][CH:30]=[CH:29][C:28]=1B(O)O.C(=O)([O-])[O-].[Na+].[Na+]. (2) Given the product [CH3:25][CH:26]([CH3:45])[CH2:27][C:28]1[N:29]([CH2:42][CH2:43][CH3:44])[N:30]=[C:31]2[C:40]=1[C:39]1[CH:38]=[CH:37][CH:36]=[N:8][C:34]=1[N:33]=[C:32]2[NH2:41], predict the reactants needed to synthesize it. The reactants are: C(OC([NH:8]C1C(B(O)O)=CC=CN=1)=O)(C)(C)C.Cl.C(=O)([O-])[O-].[Na+].[Na+].[CH3:25][CH:26]([CH3:45])[CH2:27][C:28]1[N:29]([CH2:42][CH2:43][CH3:44])[N:30]=[C:31]2[C:40]=1[C:39]1[CH:38]=[CH:37][CH:36]=C[C:34]=1[N:33]=[C:32]2[NH2:41].C1(P(C2C=CC=CC=2)C2C=CC=CC=2)C=CC=CC=1. (3) Given the product [CH3:33][O:32][CH2:31][C:29]1([CH2:34][O:35][CH3:36])[C:28]2=[N:37][N:38]=[N:39][N:27]2[C:26]2[CH:40]=[C:22]([NH:21][C:2]3[N:7]=[C:6]([NH:8][C@@H:9]4[CH2:17][C@H:16]5[N:12]([CH2:13][CH2:14][CH2:15]5)[C:11]([CH3:19])([CH3:18])[CH2:10]4)[C:5]([F:20])=[CH:4][N:3]=3)[CH:23]=[CH:24][C:25]=2[O:30]1, predict the reactants needed to synthesize it. The reactants are: Cl[C:2]1[N:7]=[C:6]([NH:8][C@@H:9]2[CH2:17][C@H:16]3[N:12]([CH2:13][CH2:14][CH2:15]3)[C:11]([CH3:19])([CH3:18])[CH2:10]2)[C:5]([F:20])=[CH:4][N:3]=1.[NH2:21][C:22]1[CH:23]=[CH:24][C:25]2[O:30][C:29]([CH2:34][O:35][CH3:36])([CH2:31][O:32][CH3:33])[C:28]3=[N:37][N:38]=[N:39][N:27]3[C:26]=2[CH:40]=1.CC1C=CC(S(O)(=O)=O)=CC=1.O. (4) Given the product [C:1]1([C:7]2[CH:11]=[C:10]([C:12]3[CH:17]=[CH:16][CH:15]=[CH:14][CH:13]=3)[N:9]([C:21]3[CH:26]=[CH:25][N:24]=[C:23]([S:27][CH3:28])[N:22]=3)[N:8]=2)[CH:6]=[CH:5][CH:4]=[CH:3][CH:2]=1, predict the reactants needed to synthesize it. The reactants are: [C:1]1([C:7]2[CH:11]=[C:10]([C:12]3[CH:17]=[CH:16][CH:15]=[CH:14][CH:13]=3)[NH:9][N:8]=2)[CH:6]=[CH:5][CH:4]=[CH:3][CH:2]=1.[H-].[Na+].Cl[C:21]1[CH:26]=[CH:25][N:24]=[C:23]([S:27][CH3:28])[N:22]=1.O. (5) Given the product [CH2:26]([NH:25][C:23](=[O:24])[NH:22][C:21]1[S:20][C:19]2[CH:28]=[CH:29][CH:30]=[CH:31][C:18]=2[C:17]=1[C:15]([N:12]1[CH2:11][CH2:10][C:9]2([N:8]=[C:45]([CH2:44][CH2:43][C:42]([O:41][CH2:39][CH3:40])=[O:50])[NH:34][C:32]2=[O:33])[CH2:14][CH2:13]1)=[O:16])[CH3:27], predict the reactants needed to synthesize it. The reactants are: OC(C(F)(F)F)=O.[NH2:8][C:9]1([C:32]([NH2:34])=[O:33])[CH2:14][CH2:13][N:12]([C:15]([C:17]2[C:18]3[CH:31]=[CH:30][CH:29]=[CH:28][C:19]=3[S:20][C:21]=2[NH:22][C:23]([NH:25][CH2:26][CH3:27])=[O:24])=[O:16])[CH2:11][CH2:10]1.C(O)(=O)C.[CH2:39]([O:41][C:42](OCC)([O:50]CC)[CH2:43][CH2:44][C:45](OCC)=O)[CH3:40]. (6) Given the product [CH3:15][C:14]([CH3:34])([O:16][C:17]([NH:19][C@H:20]([CH2:25][C:26]1[CH:31]=[CH:30][C:29]([F:32])=[C:28]([F:33])[CH:27]=1)[CH2:21][C:22]([N:11]1[CH2:10][CH2:9][N:8]2[C:4]([CH2:2][CH3:3])=[N:5][N:6]=[C:7]2[CH2:12]1)=[O:23])=[O:18])[CH3:13], predict the reactants needed to synthesize it. The reactants are: Cl.[CH2:2]([C:4]1[N:8]2[CH2:9][CH2:10][NH:11][CH2:12][C:7]2=[N:6][N:5]=1)[CH3:3].[CH3:13][C:14]([CH3:34])([O:16][C:17]([NH:19][C@H:20]([CH2:25][C:26]1[CH:31]=[CH:30][C:29]([F:32])=[C:28]([F:33])[CH:27]=1)[CH2:21][C:22](O)=[O:23])=[O:18])[CH3:15].CCN(C(C)C)C(C)C.C1C=CC2N(O)N=NC=2C=1.C(Cl)CCl. (7) Given the product [CH2:1]([O:3][C:4]1[CH:9]=[CH:8][C:7]([NH2:10])=[CH:6][N:5]=1)[CH3:2], predict the reactants needed to synthesize it. The reactants are: [CH2:1]([O:3][C:4]1[CH:9]=[CH:8][C:7]([N+:10]([O-])=O)=[CH:6][N:5]=1)[CH3:2].